This data is from Reaction yield outcomes from USPTO patents with 853,638 reactions. The task is: Predict the reaction yield, written as a fraction of the theoretical maximum amount of product (1.0 means a 100% yield; for example, 0.34 means a 34% yield). (1) The reactants are [OH:1][CH2:2][C:3]1[CH:18]=[CH:17][C:6]([C:7]([NH:9][C:10]2[CH:15]=[CH:14][CH:13]=[CH:12][C:11]=2[OH:16])=[O:8])=[CH:5][CH:4]=1. The catalyst is C(Cl)Cl.C1COCC1.O=[Mn]=O. The product is [CH:2]([C:3]1[CH:4]=[CH:5][C:6]([C:7]([NH:9][C:10]2[CH:15]=[CH:14][CH:13]=[CH:12][C:11]=2[OH:16])=[O:8])=[CH:17][CH:18]=1)=[O:1]. The yield is 0.100. (2) The reactants are [CH3:1][O:2][C:3](=[O:18])[CH2:4][O:5][CH2:6][CH2:7][O:8][C:9]1[CH:14]=[CH:13][C:12]([N+:15]([O-])=O)=[CH:11][CH:10]=1. The product is [CH3:1][O:2][C:3](=[O:18])[CH2:4][O:5][CH2:6][CH2:7][O:8][C:9]1[CH:10]=[CH:11][C:12]([NH2:15])=[CH:13][CH:14]=1. The catalyst is C(OCC)(=O)C.[C].[Pd]. The yield is 0.709. (3) The reactants are CN([CH:4]=[C:5]1[C:10](=O)[C:9]([O:12][CH2:13][CH3:14])=[CH:8][CH2:7][CH2:6]1)C.[CH2:15]([S:22][C:23](=[NH:25])[NH2:24])[C:16]1[CH:21]=[CH:20][CH:19]=[CH:18][CH:17]=1. The catalyst is CN(C)C=O. The product is [CH2:15]([S:22][C:23]1[N:24]=[CH:4][C:5]2[CH2:6][CH2:7][CH:8]=[C:9]([O:12][CH2:13][CH3:14])[C:10]=2[N:25]=1)[C:16]1[CH:21]=[CH:20][CH:19]=[CH:18][CH:17]=1. The yield is 0.500. (4) The yield is 0.740. The catalyst is ClCCl. The reactants are [F:1][C:2]1[CH:10]=[CH:9][C:8]([F:11])=[CH:7][C:3]=1[C:4](Cl)=[O:5].[CH2:12]([NH:15][CH2:16][C:17]1[N:21]([CH2:22][CH2:23][CH3:24])[C:20]2[CH:25]=[CH:26][C:27]([CH2:29][O:30][Si:31]([CH3:37])([CH3:36])[C:32]([CH3:35])([CH3:34])[CH3:33])=[CH:28][C:19]=2[N:18]=1)[CH2:13][CH3:14]. The product is [F:1][C:2]1[CH:10]=[CH:9][C:8]([F:11])=[CH:7][C:3]=1[C:4]([N:15]([CH2:12][CH2:13][CH3:14])[CH2:16][C:17]1[N:21]([CH2:22][CH2:23][CH3:24])[C:20]2[CH:25]=[CH:26][C:27]([CH2:29][O:30][Si:31]([CH3:36])([CH3:37])[C:32]([CH3:34])([CH3:33])[CH3:35])=[CH:28][C:19]=2[N:18]=1)=[O:5]. (5) The reactants are [O:1]([CH2:8][CH2:9][CH2:10][C:11]([OH:13])=O)[C:2]1[CH:7]=[CH:6][CH:5]=[CH:4][CH:3]=1.C1C=CC2N(O)N=NC=2C=1.CCN=C=NCCCN(C)C.C(N(C(C)C)CC)(C)C.[CH3:44][NH:45][CH:46]1[CH2:51][CH2:50][N:49]([CH3:52])[CH2:48][CH2:47]1. The catalyst is C1COCC1. The product is [CH3:44][N:45]([CH:46]1[CH2:51][CH2:50][N:49]([CH3:52])[CH2:48][CH2:47]1)[C:11](=[O:13])[CH2:10][CH2:9][CH2:8][O:1][C:2]1[CH:3]=[CH:4][CH:5]=[CH:6][CH:7]=1. The yield is 0.680. (6) No catalyst specified. The yield is 0.526. The reactants are [N+:1]([O-:4])(O)=[O:2].[Cl:5][C:6]1[CH:11]=[CH:10][CH:9]=[C:8]([C:12]2[C:17]([Cl:18])=[CH:16][C:15]([C:19]([F:22])([F:21])[F:20])=[CH:14][C:13]=2[Cl:23])[CH:7]=1. The product is [Cl:5][C:6]1[CH:7]=[C:8]([C:12]2[C:13]([Cl:23])=[CH:14][C:15]([C:19]([F:22])([F:20])[F:21])=[CH:16][C:17]=2[Cl:18])[CH:9]=[CH:10][C:11]=1[N+:1]([O-:4])=[O:2].